Predict the product of the given reaction. From a dataset of Forward reaction prediction with 1.9M reactions from USPTO patents (1976-2016). (1) Given the reactants [F:1][C:2]1[CH:7]=[CH:6][C:5]([CH:8]2[C:12]3([CH2:17][CH2:16][CH2:15][NH:14][CH2:13]3)[C:11](=[O:18])[N:10]([CH:19]([CH3:21])[CH3:20])[CH2:9]2)=[CH:4][CH:3]=1.[C:22]([O:26][C:27]([NH:29][C:30]([CH3:50])([CH3:49])[C:31]([NH:33][C@H:34]([CH2:38][C:39]1[C:47]2[C:42](=[CH:43][CH:44]=[CH:45][CH:46]=2)[N:41]([CH3:48])[CH:40]=1)[C:35](O)=[O:36])=[O:32])=[O:28])([CH3:25])([CH3:24])[CH3:23].CCN(C(C)C)C(C)C.C(P1(=O)OP(CCC)(=O)OP(CCC)(=O)O1)CC, predict the reaction product. The product is: [F:1][C:2]1[CH:3]=[CH:4][C:5]([CH:8]2[C:12]3([CH2:17][CH2:16][CH2:15][N:14]([C:35](=[O:36])[C@H:34]([NH:33][C:31](=[O:32])[C:30]([NH:29][C:27](=[O:28])[O:26][C:22]([CH3:24])([CH3:23])[CH3:25])([CH3:50])[CH3:49])[CH2:38][C:39]4[C:47]5[C:42](=[CH:43][CH:44]=[CH:45][CH:46]=5)[N:41]([CH3:48])[CH:40]=4)[CH2:13]3)[C:11](=[O:18])[N:10]([CH:19]([CH3:21])[CH3:20])[CH2:9]2)=[CH:6][CH:7]=1. (2) Given the reactants O.[OH-].[Li+].[CH:4]1([C@@:10]([C:38]([O:40]C)=[O:39])([CH3:37])[NH:11][C:12]([C:14]2[C:23]([NH:24][C:25]([NH:27][C:28]3[C:33]([CH3:34])=[CH:32][C:31]([CH3:35])=[CH:30][C:29]=3[CH3:36])=[O:26])=[CH:22][C:21]3[C:16](=[CH:17][CH:18]=[CH:19][CH:20]=3)[CH:15]=2)=[O:13])[CH2:9][CH2:8][CH2:7][CH2:6][CH2:5]1.CO.Cl, predict the reaction product. The product is: [CH:4]1([C@@:10]([C:38]([OH:40])=[O:39])([CH3:37])[NH:11][C:12]([C:14]2[C:23]([NH:24][C:25]([NH:27][C:28]3[C:33]([CH3:34])=[CH:32][C:31]([CH3:35])=[CH:30][C:29]=3[CH3:36])=[O:26])=[CH:22][C:21]3[C:16](=[CH:17][CH:18]=[CH:19][CH:20]=3)[CH:15]=2)=[O:13])[CH2:9][CH2:8][CH2:7][CH2:6][CH2:5]1. (3) Given the reactants C1(NC(C2C3C(=CC=C(F)C=3)N=C([C@@H](NC(=O)OC(C)(C)C)C)C=2C2C=CC=CN=2)=O)CC1.Cl.O1CCOCC1.[NH2:41][C@H:42]([C:44]1[C:53]([C:54]2[CH:59]=[CH:58][CH:57]=[CH:56][N:55]=2)=[C:52]([C:60]([NH:62][CH:63]2[CH2:65][CH2:64]2)=[O:61])[C:51]2[C:46](=[CH:47][CH:48]=[C:49]([F:66])[CH:50]=2)[N:45]=1)[CH3:43].CCN(C(C)C)C(C)C.[NH2:76][C:77]1[C:82]([C:83]#[N:84])=[C:81](Cl)[N:80]=[CH:79][N:78]=1, predict the reaction product. The product is: [NH2:76][C:77]1[N:78]=[CH:79][N:80]=[C:81]([NH:41][C@H:42]([C:44]2[C:53]([C:54]3[CH:59]=[CH:58][CH:57]=[CH:56][N:55]=3)=[C:52]([C:60]([NH:62][CH:63]3[CH2:65][CH2:64]3)=[O:61])[C:51]3[C:46](=[CH:47][CH:48]=[C:49]([F:66])[CH:50]=3)[N:45]=2)[CH3:43])[C:82]=1[C:83]#[N:84]. (4) Given the reactants C(OC(=O)[NH:7][CH:8]([CH2:28][C:29]1[C:34]([CH3:35])=[CH:33][C:32]([C:36](=[O:38])[NH2:37])=[CH:31][C:30]=1[CH3:39])[C:9](=[O:27])[N:10]1[CH2:15][CH2:14][CH2:13][CH2:12][CH:11]1[C:16]1[NH:17][CH:18]=[C:19]([C:21]2[CH:26]=[CH:25][CH:24]=[CH:23][CH:22]=2)[N:20]=1)(C)(C)C.FC(F)(F)C(O)=O, predict the reaction product. The product is: [NH2:7][CH:8]([C:9](=[O:27])[N:10]1[CH2:15][CH2:14][CH2:13][CH2:12][CH:11]1[C:16]1[NH:17][CH:18]=[C:19]([C:21]2[CH:22]=[CH:23][CH:24]=[CH:25][CH:26]=2)[N:20]=1)[CH2:28][C:29]1[C:30]([CH3:39])=[CH:31][C:32]([C:36]([NH2:37])=[O:38])=[CH:33][C:34]=1[CH3:35]. (5) The product is: [C:33]([O:32][CH:26]([C:16]1[C:17]([C:18]2[CH2:23][CH2:22][C:21]([CH3:25])([CH3:24])[CH2:20][CH:19]=2)=[C:13]([C:11]2[CH2:12][NH:8][C:9](=[O:38])[CH:10]=2)[S:14][C:15]=1[CH3:37])[C:27]([O:29][CH2:30][CH3:31])=[O:28])([CH3:34])([CH3:35])[CH3:36]. Given the reactants C(OC([N:8]1[CH2:12][C:11]([C:13]2[S:14][C:15]([CH3:37])=[C:16]([CH:26]([O:32][C:33]([CH3:36])([CH3:35])[CH3:34])[C:27]([O:29][CH2:30][CH3:31])=[O:28])[C:17]=2[C:18]2[CH2:23][CH2:22][C:21]([CH3:25])([CH3:24])[CH2:20][CH:19]=2)=[CH:10][C:9]1=[O:38])=O)(C)(C)C.Cl, predict the reaction product.